This data is from Forward reaction prediction with 1.9M reactions from USPTO patents (1976-2016). The task is: Predict the product of the given reaction. (1) Given the reactants C(O[C:4](=[O:13])[CH2:5][C:6]([C:8]1[O:12][N:11]=[CH:10][CH:9]=1)=O)C.[NH:14]([C:16]1[CH:35]=[CH:34][C:19]([C:20]([NH:22][CH:23]2[CH2:28][C:27]([CH3:30])([CH3:29])[N:26]([CH3:31])[C:25]([CH3:33])([CH3:32])[CH2:24]2)=[O:21])=[CH:18][CH:17]=1)[NH2:15].C(O)C, predict the reaction product. The product is: [O:12]1[C:8]([C:6]2[NH:15][N:14]([C:16]3[CH:35]=[CH:34][C:19]([C:20]([NH:22][CH:23]4[CH2:24][C:25]([CH3:32])([CH3:33])[N:26]([CH3:31])[C:27]([CH3:30])([CH3:29])[CH2:28]4)=[O:21])=[CH:18][CH:17]=3)[C:4](=[O:13])[CH:5]=2)=[CH:9][CH:10]=[N:11]1. (2) Given the reactants [CH3:1][O:2][C:3](=[O:22])[CH:4]([NH:11][C:12](OCC1C=CC=CC=1)=[O:13])[P:5]([O:9][CH3:10])([O:7][CH3:8])=[O:6].[CH3:23]C(OC(C)=O)=O, predict the reaction product. The product is: [C:12]([NH:11][CH:4]([P:5]([O:9][CH3:10])([O:7][CH3:8])=[O:6])[C:3]([O:2][CH3:1])=[O:22])(=[O:13])[CH3:23]. (3) The product is: [Br:15][C:12]1[CH:13]=[CH:14][C:9]([CH2:8][NH:7][C:5](=[O:6])[C:4]2[CH:16]=[CH:17][C:18]([S:19][C:20]3[CH:25]=[CH:24][C:23]([OH:26])=[CH:22][CH:21]=3)=[C:2]([NH:1][C:40]3[C:29]4[CH:34]=[CH:33][C:32]([CH3:35])=[N:31][C:30]=4[N:36]=[CH:37][N:38]=3)[CH:3]=2)=[CH:10][CH:11]=1. Given the reactants [NH2:1][C:2]1[CH:3]=[C:4]([CH:16]=[CH:17][C:18]=1[S:19][C:20]1[CH:25]=[CH:24][C:23]([OH:26])=[CH:22][CH:21]=1)[C:5]([NH:7][CH2:8][C:9]1[CH:14]=[CH:13][C:12]([Br:15])=[CH:11][CH:10]=1)=[O:6].C([C:29]1[C:30]([N:36]=[CH:37][N:38]([CH3:40])C)=[N:31][C:32]([CH3:35])=[CH:33][CH:34]=1)#N.NC1C=C(C=CC=1SC1C=CC(O)=CC=1)C(NC1C=CC(Br)=CC=1)=O, predict the reaction product. (4) Given the reactants [NH2:1][C@H:2]1[CH2:7][CH2:6][C@H:5]([OH:8])[CH2:4][CH2:3]1.C(N(CC)CC)C.[F:16][C:17]([F:28])([F:27])[C:18]1[CH:19]=[C:20]([N:24]=[C:25]=[O:26])[CH:21]=[CH:22][CH:23]=1, predict the reaction product. The product is: [OH:8][C@H:5]1[CH2:6][CH2:7][C@H:2]([NH:1][C:25]([NH:24][C:20]2[CH:21]=[CH:22][CH:23]=[C:18]([C:17]([F:16])([F:27])[F:28])[CH:19]=2)=[O:26])[CH2:3][CH2:4]1.